This data is from NCI-60 drug combinations with 297,098 pairs across 59 cell lines. The task is: Regression. Given two drug SMILES strings and cell line genomic features, predict the synergy score measuring deviation from expected non-interaction effect. (1) Drug 1: C1=NC(=NC(=O)N1C2C(C(C(O2)CO)O)O)N. Drug 2: C1CN1C2=NC(=NC(=N2)N3CC3)N4CC4. Cell line: M14. Synergy scores: CSS=33.1, Synergy_ZIP=-2.49, Synergy_Bliss=2.59, Synergy_Loewe=-6.53, Synergy_HSA=3.23. (2) Drug 1: CC1C(C(CC(O1)OC2CC(CC3=C2C(=C4C(=C3O)C(=O)C5=C(C4=O)C(=CC=C5)OC)O)(C(=O)CO)O)N)O.Cl. Drug 2: C1CCC(C(C1)N)N.C(=O)(C(=O)[O-])[O-].[Pt+4]. Cell line: OVCAR-8. Synergy scores: CSS=29.8, Synergy_ZIP=-9.65, Synergy_Bliss=0.756, Synergy_Loewe=-1.25, Synergy_HSA=1.25. (3) Drug 1: C1=NC2=C(N1)C(=S)N=C(N2)N. Drug 2: CN1C2=C(C=C(C=C2)N(CCCl)CCCl)N=C1CCCC(=O)O.Cl. Cell line: UACC62. Synergy scores: CSS=24.1, Synergy_ZIP=-5.09, Synergy_Bliss=-7.16, Synergy_Loewe=-8.03, Synergy_HSA=-6.50. (4) Drug 1: CN(C)C1=NC(=NC(=N1)N(C)C)N(C)C. Drug 2: C1CC(=O)NC(=O)C1N2C(=O)C3=CC=CC=C3C2=O. Cell line: SF-539. Synergy scores: CSS=-3.09, Synergy_ZIP=3.81, Synergy_Bliss=5.15, Synergy_Loewe=-0.297, Synergy_HSA=0.172. (5) Drug 1: CN1C(=O)N2C=NC(=C2N=N1)C(=O)N. Drug 2: N.N.Cl[Pt+2]Cl. Cell line: SNB-19. Synergy scores: CSS=23.1, Synergy_ZIP=1.81, Synergy_Bliss=2.88, Synergy_Loewe=-22.2, Synergy_HSA=0.344. (6) Drug 1: CC1C(C(CC(O1)OC2CC(CC3=C2C(=C4C(=C3O)C(=O)C5=C(C4=O)C(=CC=C5)OC)O)(C(=O)CO)O)N)O.Cl. Drug 2: C1CNP(=O)(OC1)N(CCCl)CCCl. Cell line: ACHN. Synergy scores: CSS=3.30, Synergy_ZIP=-0.992, Synergy_Bliss=0.190, Synergy_Loewe=-2.18, Synergy_HSA=-2.17.